This data is from Reaction yield outcomes from USPTO patents with 853,638 reactions. The task is: Predict the reaction yield, written as a fraction of the theoretical maximum amount of product (1.0 means a 100% yield; for example, 0.34 means a 34% yield). (1) The reactants are [CH2:1]([N:8]1[CH2:13][CH2:12][NH:11][C@H:10]([CH2:14][C:15]2[CH:20]=[CH:19][CH:18]=[CH:17][CH:16]=2)[CH2:9]1)[C:2]1[CH:7]=[CH:6][CH:5]=[CH:4][CH:3]=1.[Br:21][C:22]1[CH:26]=[CH:25][S:24][C:23]=1[C:27](O)=[O:28].CCN=C=NCCCN(C)C.C1C=CC2N(O)N=NC=2C=1. The catalyst is ClCCl. The product is [Br:21][C:22]1[CH:26]=[CH:25][S:24][C:23]=1[C:27]([N:11]1[CH2:12][CH2:13][N:8]([CH2:1][C:2]2[CH:3]=[CH:4][CH:5]=[CH:6][CH:7]=2)[CH2:9][C@H:10]1[CH2:14][C:15]1[CH:20]=[CH:19][CH:18]=[CH:17][CH:16]=1)=[O:28]. The yield is 0.700. (2) The reactants are C(N1C=CN=C1)(N1C=CN=C1)=O.[CH3:13][C:14]1[CH:22]=[CH:21][C:20]([N+:23]([O-:25])=[O:24])=[CH:19][C:15]=1[C:16]([OH:18])=O.[CH2:26]([O:28][C:29](=[O:34])[CH2:30]C(O)=O)[CH3:27]. The catalyst is O1CCCC1.C(OCC)(=O)C. The product is [CH3:13][C:14]1[CH:22]=[CH:21][C:20]([N+:23]([O-:25])=[O:24])=[CH:19][C:15]=1[C:16](=[O:18])[CH2:30][C:29]([O:28][CH2:26][CH3:27])=[O:34]. The yield is 0.780.